Dataset: Reaction yield outcomes from USPTO patents with 853,638 reactions. Task: Predict the reaction yield, written as a fraction of the theoretical maximum amount of product (1.0 means a 100% yield; for example, 0.34 means a 34% yield). (1) The reactants are [OH:1][CH2:2][CH:3]=[C:4]([CH3:29])[CH:5]=[CH:6][C:7]1([OH:28])[C:16]2[C:11](=[CH:12][CH:13]=[CH:14][CH:15]=2)[C:10](=[N:17][N:18]2[CH2:22][CH2:21][CH2:20][CH:19]2[CH2:23][O:24][CH3:25])[CH2:9][C:8]1([CH3:27])[CH3:26]. The catalyst is CC(C)=O.O=[Mn]=O. The product is [OH:28][C:7]1([CH:6]=[CH:5][C:4]([CH3:29])=[CH:3][CH:2]=[O:1])[C:16]2[C:11](=[CH:12][CH:13]=[CH:14][CH:15]=2)[C:10](=[N:17][N:18]2[CH2:22][CH2:21][CH2:20][CH:19]2[CH2:23][O:24][CH3:25])[CH2:9][C:8]1([CH3:26])[CH3:27]. The yield is 0.790. (2) The reactants are CC(C)([O-])C.[K+].[CH2:7]([C:10]1[CH:15]=[CH:14][CH:13]=[CH:12][C:11]=1[OH:16])[CH2:8][CH3:9].[CH2:17]([O:19][C:20](=[O:25])[CH:21]=[C:22](Cl)[CH3:23])[CH3:18]. The catalyst is O1CCCC1. The product is [CH2:17]([O:19][C:20](=[O:25])/[CH:21]=[C:22](/[O:16][C:11]1[CH:12]=[CH:13][CH:14]=[CH:15][C:10]=1[CH2:7][CH2:8][CH3:9])\[CH3:23])[CH3:18]. The yield is 0.410. (3) The reactants are [Br:1][C:2]1[C:3]([C:8]([OH:10])=O)=[N:4][N:5]([CH3:7])[CH:6]=1.F[B-](F)(F)F.[N:16]1([O:25][C:26](N(C)C)=[N+](C)C)[C:20]2C=CC=CC=2N=N1.CNOC. The catalyst is C(N(CC)C(C)C)(C)C.CN(C)C=O. The product is [Br:1][C:2]1[C:3]([C:8]([N:16]([O:25][CH3:26])[CH3:20])=[O:10])=[N:4][N:5]([CH3:7])[CH:6]=1. The yield is 0.970. (4) The reactants are [H-].[Na+].[CH2:3]([O:10][CH2:11][C@H:12]([OH:15])[CH2:13][OH:14])[C:4]1[CH:9]=[CH:8][CH:7]=[CH:6][CH:5]=1.Br[CH2:17][CH2:18][CH2:19][CH2:20][CH2:21][CH2:22][CH2:23][CH2:24][CH2:25][CH2:26][CH2:27][CH2:28][CH2:29][CH2:30][CH2:31][CH3:32].O. The catalyst is CN(C=O)C. The product is [CH2:17]([O:14][CH2:13][C@H:12]([CH2:11][O:10][CH2:3][C:4]1[CH:9]=[CH:8][CH:7]=[CH:6][CH:5]=1)[O:15][CH2:32][CH2:31][CH2:30][CH2:29][CH2:28][CH2:27][CH2:26][CH2:25][CH2:24][CH2:23][CH2:22][CH2:21][CH2:20][CH2:19][CH2:18][CH3:17])[CH2:18][CH2:19][CH2:20][CH2:21][CH2:22][CH2:23][CH2:24][CH2:25][CH2:26][CH2:27][CH2:28][CH2:29][CH2:30][CH2:31][CH3:32]. The yield is 0.430. (5) The reactants are Cl.[CH3:2][O:3][C:4]1[CH:5]=[C:6]([CH2:10][CH2:11][CH2:12][NH2:13])[CH:7]=[CH:8][CH:9]=1.[Cl:14][C:15]1[N:20]=[C:19](Cl)[C:18]([Cl:22])=[CH:17][N:16]=1.C(=O)([O-])[O-].[K+].[K+]. The catalyst is CN(C)C=O. The product is [Cl:14][C:15]1[N:20]=[C:19]([NH:13][CH2:12][CH2:11][CH2:10][C:6]2[CH:7]=[CH:8][CH:9]=[C:4]([O:3][CH3:2])[CH:5]=2)[C:18]([Cl:22])=[CH:17][N:16]=1. The yield is 0.910. (6) The reactants are [CH:1]1[CH:6]=[CH:5][C:4]([C:7](/[CH:9]=[N:10]/O)=O)=[CH:3][CH:2]=1.Cl.[NH2:13][CH:14]([CH2:17][C:18]1[CH:23]=[CH:22][CH:21]=[CH:20][CH:19]=1)[C:15]#[N:16]. The catalyst is Cl[Ti](Cl)(Cl)Cl.N1C=CC=CC=1. The product is [NH2:16][C:15]1[C:14]([CH2:17][C:18]2[CH:23]=[CH:22][CH:21]=[CH:20][CH:19]=2)=[N:13][C:7]([C:4]2[CH:5]=[CH:6][CH:1]=[CH:2][CH:3]=2)=[CH:9][N:10]=1. The yield is 0.290.